This data is from Forward reaction prediction with 1.9M reactions from USPTO patents (1976-2016). The task is: Predict the product of the given reaction. (1) The product is: [CH2:11]([C@H:18]1[CH2:22][O:21][C:20](=[O:23])[N:19]1[C:24](=[O:31])[C@@H:25]([N:50]=[N+:51]=[N-:52])[CH2:26][Si:27]([CH3:29])([CH3:28])[CH3:30])[C:12]1[CH:17]=[CH:16][CH:15]=[CH:14][CH:13]=1. Given the reactants C[Si](C)(C)[N-][Si](C)(C)C.[K+].[CH2:11]([C@H:18]1[CH2:22][O:21][C:20](=[O:23])[N:19]1[C:24](=[O:31])[CH2:25][CH2:26][Si:27]([CH3:30])([CH3:29])[CH3:28])[C:12]1[CH:17]=[CH:16][CH:15]=[CH:14][CH:13]=1.C(C1C=C(C(C)C)C=C(C(C)C)C=1S([N:50]=[N+:51]=[N-:52])(=O)=O)(C)C.[Cl-].[Na+], predict the reaction product. (2) Given the reactants C(OCCC[N:9]([C:26]1[CH:31]=[CH:30][C:29]([N+:32]([O-:34])=[O:33])=[CH:28][C:27]=1OC)[S:10]([C:13]1[CH:14]=[C:15]([C:19]2[CH:24]=[CH:23][C:22]([F:25])=[CH:21][CH:20]=2)[CH:16]=[CH:17][CH:18]=1)(=[O:12])=[O:11])(C)(C)C.[H-].[Na+].Br[CH2:40][C:41]([O:43][CH2:44][CH3:45])=[O:42], predict the reaction product. The product is: [CH2:44]([O:43][C:41](=[O:42])[CH2:40][N:9]([S:10]([C:13]1[CH:14]=[C:15]([C:19]2[CH:24]=[CH:23][C:22]([F:25])=[CH:21][CH:20]=2)[CH:16]=[CH:17][CH:18]=1)(=[O:11])=[O:12])[C:26]1[CH:27]=[CH:28][C:29]([N+:32]([O-:34])=[O:33])=[CH:30][CH:31]=1)[CH3:45]. (3) Given the reactants C(OCC)(=O)C.[ClH:7].[O:8]=[C:9]([C:30]1[CH:31]=[C:32]2[C:37]3=[C:38]([CH2:40][CH2:41][N:36]3[C:35](=[O:42])[CH2:34][CH2:33]2)[CH:39]=1)[CH2:10][CH2:11][CH2:12][CH2:13][N:14]([CH2:22][CH2:23][C:24]1[CH:29]=[CH:28][CH:27]=[CH:26][CH:25]=1)C(=O)OC(C)(C)C, predict the reaction product. The product is: [ClH:7].[C:24]1([CH2:23][CH2:22][NH:14][CH2:13][CH2:12][CH2:11][CH2:10][C:9]([C:30]2[CH:31]=[C:32]3[C:37]4=[C:38]([CH2:40][CH2:41][N:36]4[C:35](=[O:42])[CH2:34][CH2:33]3)[CH:39]=2)=[O:8])[CH:25]=[CH:26][CH:27]=[CH:28][CH:29]=1. (4) Given the reactants [C:1]1([CH2:11][N:12]2[C:16]3[CH:17]=[CH:18][C:19]([C:21]#[N:22])=[CH:20][C:15]=3[N:14]=[C:13]2[SH:23])[C:10]2[C:5](=[CH:6][CH:7]=[CH:8][CH:9]=2)[CH:4]=[CH:3][CH:2]=1.C(=O)([O-])[O-].[K+].[K+].Br[CH2:31][CH2:32][CH2:33][C:34]([O:36][CH2:37][CH3:38])=[O:35], predict the reaction product. The product is: [CH2:37]([O:36][C:34](=[O:35])[CH2:33][CH2:32][CH2:31][S:23][C:13]1[N:12]([CH2:11][C:1]2[C:10]3[C:5](=[CH:6][CH:7]=[CH:8][CH:9]=3)[CH:4]=[CH:3][CH:2]=2)[C:16]2[CH:17]=[CH:18][C:19]([C:21]#[N:22])=[CH:20][C:15]=2[N:14]=1)[CH3:38]. (5) Given the reactants [C:1]([C:4]1[CH:5]=[C:6]([C:10]2[N:11]=[CH:12][N:13]([C:15]([N:17]([CH:19]3[CH2:24][CH2:23][N:22]([CH2:25][C:26]4[CH:31]=[CH:30][CH:29]=[CH:28][C:27]=4[O:32]C)[CH2:21][CH2:20]3)[CH3:18])=[O:16])[CH:14]=2)[CH:7]=[CH:8][CH:9]=1)(=[O:3])[NH2:2].[Cl-].[Cl-].[Cl-].[Al+3].C(S)C, predict the reaction product. The product is: [C:1]([C:4]1[CH:5]=[C:6]([C:10]2[N:11]=[CH:12][N:13]([C:15]([N:17]([CH:19]3[CH2:20][CH2:21][N:22]([CH2:25][C:26]4[CH:31]=[CH:30][CH:29]=[CH:28][C:27]=4[OH:32])[CH2:23][CH2:24]3)[CH3:18])=[O:16])[CH:14]=2)[CH:7]=[CH:8][CH:9]=1)(=[O:3])[NH2:2]. (6) The product is: [OH:20][C@@H:21]1[CH2:25][CH2:24][N:23]([C:26]([O:28][C:29]([CH3:32])([CH3:31])[CH3:30])=[O:27])[CH2:22]1. Given the reactants [O-]CC.[Na+].C(OCC)(=O)CC(OCC)=O.CS([O:20][C@@H:21]1[CH2:25][CH2:24][N:23]([C:26]([O:28][C:29]([CH3:32])([CH3:31])[CH3:30])=[O:27])[CH2:22]1)(=O)=O.C1C=C2C(C(O)(O)C(=O)C2=CC=1)=O.Cl, predict the reaction product.